From a dataset of Full USPTO retrosynthesis dataset with 1.9M reactions from patents (1976-2016). Predict the reactants needed to synthesize the given product. (1) Given the product [OH:15][C:13]1[CH:12]=[CH:11][C:10]2[N:6]([CH2:5][C:4]([OH:18])=[O:3])[C:7](=[O:17])[O:8][C:9]=2[CH:14]=1, predict the reactants needed to synthesize it. The reactants are: C([O:3][C:4](=[O:18])[CH2:5][N:6]1[C:10]2[CH:11]=[CH:12][C:13]([O:15]C)=[CH:14][C:9]=2[O:8][C:7]1=[O:17])C.B(Br)(Br)Br. (2) Given the product [C:5]([C:13]1[CH:12]=[C:11]([CH:15]=[O:16])[N:10]([CH3:9])[CH:14]=1)(=[O:7])[CH3:6], predict the reactants needed to synthesize it. The reactants are: [Cl-].[Al+3].[Cl-].[Cl-].[C:5](Cl)(=[O:7])[CH3:6].[CH3:9][N:10]1[CH:14]=[CH:13][CH:12]=[C:11]1[CH:15]=[O:16].